Dataset: Full USPTO retrosynthesis dataset with 1.9M reactions from patents (1976-2016). Task: Predict the reactants needed to synthesize the given product. (1) The reactants are: [Cl-].O[NH3+:3].[C:4](=[O:7])([O-])[OH:5].[Na+].[O:9]=[C:10]1[C:15]([CH2:16][C:17]2[CH:22]=[CH:21][C:20]([C:23]3[C:24]([C:29]#[N:30])=[CH:25][CH:26]=[CH:27][CH:28]=3)=[CH:19][CH:18]=2)=[C:14]([CH2:31][CH2:32][CH3:33])[N:13]2[N:34]=[CH:35][N:36]=[C:12]2[N:11]1[CH:37]1[CH2:42][CH2:41][N:40]([CH:43]2[CH2:48][CH2:47][O:46][CH2:45][CH2:44]2)[CH2:39][CH2:38]1. Given the product [O:7]=[C:4]1[O:5][N:3]=[C:29]([C:24]2[CH:25]=[CH:26][CH:27]=[CH:28][C:23]=2[C:20]2[CH:19]=[CH:18][C:17]([CH2:16][C:15]3[C:10](=[O:9])[N:11]([CH:37]4[CH2:42][CH2:41][N:40]([CH:43]5[CH2:48][CH2:47][O:46][CH2:45][CH2:44]5)[CH2:39][CH2:38]4)[C:12]4[N:13]([N:34]=[CH:35][N:36]=4)[C:14]=3[CH2:31][CH2:32][CH3:33])=[CH:22][CH:21]=2)[NH:30]1, predict the reactants needed to synthesize it. (2) The reactants are: C1(O[C:8](=[O:30])[NH:9][C:10]2[S:14][N:13]=[C:12]([O:15][CH2:16][C:17]3[C:22]([F:23])=[CH:21][C:20]([CH3:24])=[C:19]([F:25])[C:18]=3[F:26])[C:11]=2[C:27](=[O:29])[NH2:28])C=CC=CC=1.[CH3:31][N:32]1[CH2:37][CH2:36][N:35]([CH2:38][CH2:39][CH2:40][NH2:41])[CH2:34][CH2:33]1. Given the product [CH3:31][N:32]1[CH2:37][CH2:36][N:35]([CH2:38][CH2:39][CH2:40][NH:41][C:8](=[O:30])[NH:9][C:10]2[S:14][N:13]=[C:12]([O:15][CH2:16][C:17]3[C:22]([F:23])=[CH:21][C:20]([CH3:24])=[C:19]([F:25])[C:18]=3[F:26])[C:11]=2[C:27]([NH2:28])=[O:29])[CH2:34][CH2:33]1, predict the reactants needed to synthesize it. (3) Given the product [I:12][C:5]1[C:6]([OH:8])=[N:7][C:2]([CH3:1])=[N:3][C:4]=1[CH3:9], predict the reactants needed to synthesize it. The reactants are: [CH3:1][C:2]1[N:7]=[C:6]([OH:8])[CH:5]=[C:4]([CH3:9])[N:3]=1.[OH-].[Na+].[I:12]I. (4) Given the product [OH:43][CH2:42][CH2:41][CH2:40][CH2:39][N:35]([CH2:36][CH2:37][CH3:38])[C:33](=[O:34])[C:32]1[CH:51]=[C:52]([CH3:54])[CH:53]=[C:30]([C:29]([NH:28][C@@H:14]([CH2:13][C:12]2[CH:56]=[CH:57][C:9]([OH:8])=[CH:10][CH:11]=2)[CH:15]([OH:27])[CH2:16][NH:17][CH2:18][C:19]2[CH:24]=[CH:23][CH:22]=[C:21]([O:25][CH3:26])[CH:20]=2)=[O:55])[CH:31]=1, predict the reactants needed to synthesize it. The reactants are: C([O:8][C:9]1[CH:57]=[CH:56][C:12]([CH2:13][C@H:14]([NH:28][C:29](=[O:55])[C:30]2[CH:53]=[C:52]([CH3:54])[CH:51]=[C:32]([C:33]([N:35]([CH2:39][CH2:40][CH2:41][CH2:42][O:43]CC3C=CC=CC=3)[CH2:36][CH2:37][CH3:38])=[O:34])[CH:31]=2)[C@H:15]([OH:27])[CH2:16][NH:17][CH2:18][C:19]2[CH:24]=[CH:23][CH:22]=[C:21]([O:25][CH3:26])[CH:20]=2)=[CH:11][CH:10]=1)C1C=CC=CC=1. (5) Given the product [OH:1]/[N:2]=[C:3](/[C:22]1[CH:27]=[CH:26][N:25]=[C:24]([CH3:28])[CH:23]=1)\[CH2:4][C@H:5]([C:13]1[CH:14]=[CH:15][C:16]([C:17]([NH:29][CH2:30][C@@H:31]([OH:33])[CH3:32])=[O:18])=[CH:20][CH:21]=1)[C:6]1[CH:11]=[CH:10][CH:9]=[CH:8][C:7]=1[CH3:12], predict the reactants needed to synthesize it. The reactants are: [OH:1]/[N:2]=[C:3](/[C:22]1[CH:27]=[CH:26][N:25]=[C:24]([CH3:28])[CH:23]=1)\[CH2:4][C@H:5]([C:13]1[CH:21]=[CH:20][C:16]([C:17](O)=[O:18])=[CH:15][CH:14]=1)[C:6]1[CH:11]=[CH:10][CH:9]=[CH:8][C:7]=1[CH3:12].[NH2:29][CH2:30][C@@H:31]([OH:33])[CH3:32].F[P-](F)(F)(F)(F)F.N1(O[P+](N(C)C)(N(C)C)N(C)C)C2C=CC=CC=2N=N1. (6) The reactants are: [Si:1](Cl)([C:4]([CH3:7])([CH3:6])[CH3:5])([CH3:3])[CH3:2].[NH2:9][C:10]1[S:11][C:12]([C:17]([O:19][CH3:20])=[O:18])=[C:13]([CH2:15][OH:16])[N:14]=1.N1C=CN=C1. Given the product [NH2:9][C:10]1[S:11][C:12]([C:17]([O:19][CH3:20])=[O:18])=[C:13]([CH2:15][O:16][Si:1]([C:4]([CH3:7])([CH3:6])[CH3:5])([CH3:3])[CH3:2])[N:14]=1, predict the reactants needed to synthesize it. (7) Given the product [F:26][C:2]1[CH:7]=[CH:6][N:5]=[C:4]2[N:8]([Si:11]([CH:18]([CH3:20])[CH3:19])([CH:15]([CH3:17])[CH3:16])[CH:12]([CH3:14])[CH3:13])[CH:9]=[CH:10][C:3]=12, predict the reactants needed to synthesize it. The reactants are: Br[C:2]1[CH:7]=[CH:6][N:5]=[C:4]2[N:8]([Si:11]([CH:18]([CH3:20])[CH3:19])([CH:15]([CH3:17])[CH3:16])[CH:12]([CH3:14])[CH3:13])[CH:9]=[CH:10][C:3]=12.C([Li])(C)(C)C.[F:26]N(S(C1C=CC=CC=1)(=O)=O)S(C1C=CC=CC=1)(=O)=O. (8) Given the product [F:40][C:41]([F:46])([F:45])[C:42]([OH:44])=[O:43].[F:40][C:41]([F:46])([F:45])[C:42]([OH:44])=[O:43].[Cl:1][C:2]1[CH:3]=[N:4][C:5]2[NH:6][C:7]3[CH:8]=[CH:9][CH:10]=[C:11]([CH:39]=3)[CH2:12][CH2:13][C:14]3[CH:22]=[C:18]([NH:19][C:20]=1[N:21]=2)[CH:17]=[CH:16][C:15]=3[NH:23][C:24]([CH:26]1[CH2:31][CH2:30][NH:29][CH2:28][CH2:27]1)=[O:25], predict the reactants needed to synthesize it. The reactants are: [Cl:1][C:2]1[CH:3]=[N:4][C:5]2[NH:6][C:7]3[CH:8]=[CH:9][CH:10]=[C:11]([CH:39]=3)[CH2:12][CH2:13][C:14]3[CH:22]=[C:18]([NH:19][C:20]=1[N:21]=2)[CH:17]=[CH:16][C:15]=3[NH:23][C:24]([CH:26]1[CH2:31][CH2:30][N:29](C(OC(C)(C)C)=O)[CH2:28][CH2:27]1)=[O:25].[F:40][C:41]([F:46])([F:45])[C:42]([OH:44])=[O:43]. (9) Given the product [CH3:1][O:2][C:3]([C:5]1[S:6][C:7]([C:11]#[C:12][C:13]([CH3:16])([CH3:15])[CH3:14])=[CH:8][C:9]=1[N:34]1[C:33](=[O:35])[CH2:32][CH2:31][CH2:30][C@H:29]1[CH:23]1[CH2:24][CH2:25][CH2:26][CH2:27][CH2:28]1)=[O:4], predict the reactants needed to synthesize it. The reactants are: [CH3:1][O:2][C:3]([C:5]1[S:6][C:7]([C:11]#[C:12][C:13]([CH3:16])([CH3:15])[CH3:14])=[CH:8][C:9]=1Br)=[O:4].C([O-])([O-])=O.[K+].[K+].[CH:23]1([C@H:29]2[NH:34][C:33](=[O:35])[CH2:32][CH2:31][CH2:30]2)[CH2:28][CH2:27][CH2:26][CH2:25][CH2:24]1.